This data is from Forward reaction prediction with 1.9M reactions from USPTO patents (1976-2016). The task is: Predict the product of the given reaction. (1) Given the reactants Br[C:2]1[CH:3]=[CH:4][C:5]2[N:9]=[C:8]([CH3:10])[NH:7][C:6]=2[CH:11]=1.C([Li])(C)(C)C.[Cl:17][C:18]1[CH:29]=[CH:28][C:21]([C:22](N(OC)C)=[O:23])=[CH:20][C:19]=1[S:30](=[O:33])(=[O:32])[NH2:31], predict the reaction product. The product is: [Cl:17][C:18]1[CH:29]=[CH:28][C:21]([C:22]([C:2]2[CH:3]=[CH:4][C:5]3[N:9]=[C:8]([CH3:10])[NH:7][C:6]=3[CH:11]=2)=[O:23])=[CH:20][C:19]=1[S:30]([NH2:31])(=[O:33])=[O:32]. (2) Given the reactants [NH2:1][C:2]1[CH:7]=[CH:6][C:5]([OH:8])=[C:4]([C:9]2[S:13][CH:12]=[N:11][CH:10]=2)[CH:3]=1.Cl[C:15]1[N:16]=[CH:17][C:18]2[CH:23]=[C:22]([C:24]3[CH2:25][CH2:26][N:27]([C:30]([O:32][C:33]([CH3:36])([CH3:35])[CH3:34])=[O:31])[CH2:28][CH:29]=3)[NH:21][C:19]=2[N:20]=1, predict the reaction product. The product is: [OH:8][C:5]1[CH:6]=[CH:7][C:2]([NH:1][C:17]2[C:18]3[CH:23]=[C:22]([C:24]4[CH2:25][CH2:26][N:27]([C:30]([O:32][C:33]([CH3:36])([CH3:35])[CH3:34])=[O:31])[CH2:28][CH:29]=4)[NH:21][C:19]=3[N:20]=[CH:15][N:16]=2)=[CH:3][C:4]=1[C:9]1[S:13][CH:12]=[N:11][CH:10]=1. (3) Given the reactants [CH2:1]([O:3][C:4]([N:6]1[CH2:12][CH:11](Br)[C:10]2=[N:14][C:15]([C:19]3[CH:24]=[CH:23][N:22]=[CH:21][N:20]=3)=[CH:16][C:17](=[O:18])[N:9]2[CH2:8][CH2:7]1)=[O:5])[CH3:2].[CH3:25][O:26][C:27]1[CH:34]=[CH:33][C:30]([CH2:31][NH2:32])=[CH:29][CH:28]=1.CS(C)=O, predict the reaction product. The product is: [CH2:1]([O:3][C:4]([N:6]1[CH2:12][CH:11]([NH:32][CH2:31][C:30]2[CH:33]=[CH:34][C:27]([O:26][CH3:25])=[CH:28][CH:29]=2)[C:10]2=[N:14][C:15]([C:19]3[CH:24]=[CH:23][N:22]=[CH:21][N:20]=3)=[CH:16][C:17](=[O:18])[N:9]2[CH2:8][CH2:7]1)=[O:5])[CH3:2]. (4) Given the reactants [C:1]1([C:16]2[CH:21]=[CH:20][CH:19]=[CH:18][CH:17]=2)[CH:6]=[CH:5][C:4]([O:7][CH2:8][CH2:9][CH2:10][CH2:11][CH2:12][CH2:13][C:14]#[N:15])=[CH:3][CH:2]=1.[H-].[Al+3].[Li+].[H-].[H-].[H-].[OH-].[K+], predict the reaction product. The product is: [C:1]1([C:16]2[CH:17]=[CH:18][CH:19]=[CH:20][CH:21]=2)[CH:2]=[CH:3][C:4]([O:7][CH2:8][CH2:9][CH2:10][CH2:11][CH2:12][CH2:13][CH2:14][NH2:15])=[CH:5][CH:6]=1. (5) Given the reactants [CH3:1][O:2][C:3]1[CH:8]=[C:7]([O:9][CH3:10])[CH:6]=[CH:5][C:4]=1[CH2:11][NH:12][C:13]1[N:18]=[C:17]([N:19]2[C@H:24]([C:25]([F:28])([F:27])[F:26])[CH2:23][CH2:22][C@H:21]([C:29]([NH:31][CH:32]3[CH2:37][CH2:36][CH2:35][CH2:34][CH2:33]3)=[O:30])[CH2:20]2)[CH:16]=[C:15](Cl)[N:14]=1.[C:39]([C:41]1[CH:46]=[CH:45][C:44](B(O)O)=[CH:43][C:42]=1[F:50])#[N:40].C([O-])(O)=O.[Na+], predict the reaction product. The product is: [CH3:1][O:2][C:3]1[CH:8]=[C:7]([O:9][CH3:10])[CH:6]=[CH:5][C:4]=1[CH2:11][NH:12][C:13]1[N:18]=[C:17]([N:19]2[C@H:24]([C:25]([F:28])([F:27])[F:26])[CH2:23][CH2:22][C@H:21]([C:29]([NH:31][CH:32]3[CH2:37][CH2:36][CH2:35][CH2:34][CH2:33]3)=[O:30])[CH2:20]2)[CH:16]=[C:15]([C:44]2[CH:45]=[CH:46][C:41]([C:39]#[N:40])=[C:42]([F:50])[CH:43]=2)[N:14]=1. (6) Given the reactants [Si]([O:8][CH2:9][C@H:10]1[CH2:12][N:11]1[C:13]([O:15][C:16]([CH3:19])([CH3:18])[CH3:17])=[O:14])(C(C)(C)C)(C)C.CCCC[N+](CCCC)(CCCC)CCCC.[F-].C1COCC1.CCN(CC)CC.[N+:50]([C:53]1[CH:58]=[CH:57][C:56]([S:59](Cl)(=[O:61])=[O:60])=[CH:55][CH:54]=1)([O-:52])=[O:51], predict the reaction product. The product is: [N+:50]([C:53]1[CH:54]=[CH:55][C:56]([S:59]([O:8][CH2:9][C@H:10]2[CH2:12][N:11]2[C:13]([O:15][C:16]([CH3:17])([CH3:18])[CH3:19])=[O:14])(=[O:61])=[O:60])=[CH:57][CH:58]=1)([O-:52])=[O:51]. (7) The product is: [C:1]([O:5][C:6]([N:8]1[CH2:13][CH2:12][N:11]([C:14]2[S:15][CH:16]=[C:17]([CH2:19][O:31][C:28]3[CH:27]=[CH:26][C:25]([S:22]([CH3:21])(=[O:24])=[O:23])=[CH:30][CH:29]=3)[N:18]=2)[CH2:10][CH2:9]1)=[O:7])([CH3:4])([CH3:3])[CH3:2]. Given the reactants [C:1]([O:5][C:6]([N:8]1[CH2:13][CH2:12][N:11]([C:14]2[S:15][CH:16]=[C:17]([CH2:19]Cl)[N:18]=2)[CH2:10][CH2:9]1)=[O:7])([CH3:4])([CH3:3])[CH3:2].[CH3:21][S:22]([C:25]1[CH:30]=[CH:29][C:28]([OH:31])=[CH:27][CH:26]=1)(=[O:24])=[O:23].C([O-])([O-])=O.[K+].[K+], predict the reaction product.